This data is from Retrosynthesis with 50K atom-mapped reactions and 10 reaction types from USPTO. The task is: Predict the reactants needed to synthesize the given product. (1) The reactants are: CCC(CC)(c1ccc(/C=C/C2(O)CCOCC2)c(C)c1)c1ccc(-c2cncc(CC(=O)OC)c2)c(C)c1. Given the product CCC(CC)(c1ccc(/C=C/C2(O)CCOCC2)c(C)c1)c1ccc(-c2cncc(CC(=O)O)c2)c(C)c1, predict the reactants needed to synthesize it. (2) Given the product CC(C)(C)OC(=O)N1CCC(CCc2cccc(C(=O)NCCBr)c2)CC1, predict the reactants needed to synthesize it. The reactants are: CC(C)(C)OC(=O)N1CCC(CCc2cccc(C(=O)O)c2)CC1.NCCBr. (3) Given the product C/C=C\c1cc(C(OCOC)(C(F)(F)F)C(F)(F)F)ccc1N1CCN(CCOCc2ccccc2)CC1, predict the reactants needed to synthesize it. The reactants are: C/C=C\c1cc(C(O)(C(F)(F)F)C(F)(F)F)ccc1N1CCN(CCOCc2ccccc2)CC1.COCCl. (4) Given the product Cc1ncc(C#N)c(Nc2ccc3[nH]ccc3c2)c1-c1cccs1, predict the reactants needed to synthesize it. The reactants are: Cc1ncc(C#N)c(Nc2ccc3[nH]ccc3c2)c1I.OB(O)c1cccs1. (5) Given the product CCOC(=O)c1ccccc1CC[C@H](O)c1cccc(COC2CCCCO2)c1, predict the reactants needed to synthesize it. The reactants are: CCOC(=O)c1ccccc1CCC(=O)c1cccc(COC2CCCCO2)c1. (6) Given the product CC(C)(C)OC(=O)N1CCN(Cc2ccc(O)cc2)CC1, predict the reactants needed to synthesize it. The reactants are: CC(C)(C)OC(=O)N1CCNCC1.O=Cc1ccc(O)cc1. (7) Given the product COCC1C(=O)OC1CCCCC(C)CC(C)OC, predict the reactants needed to synthesize it. The reactants are: CI.COCC1C(=O)OC1CCCCC(C)CC(C)O. (8) Given the product CN1CCC(Oc2ccc3ccccc3c2)c2ccoc2C1, predict the reactants needed to synthesize it. The reactants are: CN1CCC(O)c2ccoc2C1.Fc1ccc2ccccc2c1. (9) Given the product COCCn1c2ccc(F)cc2s/c-1=N\C(=O)CC1CCCC1, predict the reactants needed to synthesize it. The reactants are: COCCn1c(=N)sc2cc(F)ccc21.O=C(Cl)CC1CCCC1.